This data is from Reaction yield outcomes from USPTO patents with 853,638 reactions. The task is: Predict the reaction yield, written as a fraction of the theoretical maximum amount of product (1.0 means a 100% yield; for example, 0.34 means a 34% yield). The reactants are Br[C:2]1[CH:3]=[C:4]([CH:19]=[CH:20][CH:21]=1)[CH2:5][C:6]1[NH:14][C:13]2[C:12](=[O:15])[N:11]([CH3:16])[C:10](=[O:17])[N:9]([CH3:18])[C:8]=2[N:7]=1.[CH3:22][N:23](C=O)C. The catalyst is C(OCC)(=O)C.[C-]#N.[Zn+2].[C-]#N.C1C=CC([P]([Pd]([P](C2C=CC=CC=2)(C2C=CC=CC=2)C2C=CC=CC=2)([P](C2C=CC=CC=2)(C2C=CC=CC=2)C2C=CC=CC=2)[P](C2C=CC=CC=2)(C2C=CC=CC=2)C2C=CC=CC=2)(C2C=CC=CC=2)C2C=CC=CC=2)=CC=1. The product is [CH3:16][N:11]1[C:12](=[O:15])[C:13]2[NH:14][C:6]([CH2:5][C:4]3[CH:3]=[C:2]([CH:21]=[CH:20][CH:19]=3)[C:22]#[N:23])=[N:7][C:8]=2[N:9]([CH3:18])[C:10]1=[O:17]. The yield is 0.615.